Task: Predict which catalyst facilitates the given reaction.. Dataset: Catalyst prediction with 721,799 reactions and 888 catalyst types from USPTO (1) Reactant: Br[C:2]1[N:7]=[C:6]([C:8]([F:11])([F:10])[F:9])[C:5]([N+:12]([O-:14])=[O:13])=[CH:4][CH:3]=1.Cl.[CH:16]12[NH:22][CH:19]([CH2:20][CH2:21]1)[CH2:18][CH2:17]2.C(N(CC)CC)C. Product: [N+:12]([C:5]1[CH:4]=[CH:3][C:2]([N:22]2[CH:16]3[CH2:21][CH2:20][CH:19]2[CH2:18][CH2:17]3)=[N:7][C:6]=1[C:8]([F:11])([F:10])[F:9])([O-:14])=[O:13]. The catalyst class is: 10. (2) Reactant: Br[CH2:2][CH2:3][C:4]1[C:12]2[C:7](=[CH:8][CH:9]=[C:10]([F:13])[CH:11]=2)[NH:6][CH:5]=1.[NH:14]1[CH:18]=[CH:17][N:16]=[N:15]1.C(N(C(C)C)C(C)C)C. Product: [N:14]1([CH2:2][CH2:3][C:4]2[C:12]3[C:7](=[CH:8][CH:9]=[C:10]([F:13])[CH:11]=3)[NH:6][CH:5]=2)[CH:18]=[CH:17][N:16]=[N:15]1. The catalyst class is: 22.